Dataset: Full USPTO retrosynthesis dataset with 1.9M reactions from patents (1976-2016). Task: Predict the reactants needed to synthesize the given product. (1) Given the product [C:39]([O:43][C:44]([N:46]1[CH2:51][CH2:50][N:49]([C:2]2[C:10]3[N:9]=[C:8]([N:11]4[CH2:12][CH2:13][N:14]([C:17]5[C:22]([C:23]([F:26])([F:25])[F:24])=[CH:21][CH:20]=[CH:19][N:18]=5)[CH2:15][CH2:16]4)[NH:7][C:6]=3[CH:5]=[C:4]([C:35]([F:37])([F:38])[F:36])[CH:3]=2)[CH2:48][CH2:47]1)=[O:45])([CH3:42])([CH3:40])[CH3:41], predict the reactants needed to synthesize it. The reactants are: Br[C:2]1[C:10]2[N:9]=[C:8]([N:11]3[CH2:16][CH2:15][N:14]([C:17]4[C:22]([C:23]([F:26])([F:25])[F:24])=[CH:21][CH:20]=[CH:19][N:18]=4)[CH2:13][CH2:12]3)[N:7](COCC[Si](C)(C)C)[C:6]=2[CH:5]=[C:4]([C:35]([F:38])([F:37])[F:36])[CH:3]=1.[C:39]([O:43][C:44]([N:46]1[CH2:51][CH2:50][NH:49][CH2:48][CH2:47]1)=[O:45])([CH3:42])([CH3:41])[CH3:40]. (2) Given the product [CH3:17][N:18]([C:19]1[CH:24]=[CH:23][CH:22]=[CH:21][CH:20]=1)[C:14]([CH:11]1[CH2:10][CH2:9][C:8](=[O:7])[CH2:13][CH2:12]1)=[O:16], predict the reactants needed to synthesize it. The reactants are: C(Cl)(=O)C(Cl)=O.[O:7]=[C:8]1[CH2:13][CH2:12][CH:11]([C:14]([OH:16])=O)[CH2:10][CH2:9]1.[CH3:17][NH:18][C:19]1[CH:24]=[CH:23][CH:22]=[CH:21][CH:20]=1.CCN(C(C)C)C(C)C.C([O-])(O)=O.[Na+].